From a dataset of Reaction yield outcomes from USPTO patents with 853,638 reactions. Predict the reaction yield, written as a fraction of the theoretical maximum amount of product (1.0 means a 100% yield; for example, 0.34 means a 34% yield). (1) The reactants are [Cl:1][C:2]1[C:3]([C:23]2[C:28]([CH3:29])=[CH:27][C:26]([CH3:30])=[CH:25][N:24]=2)=[C:4]([F:22])[C:5]([N:8]2[CH2:13][CH2:12][CH:11]([NH:14]C(=O)OC(C)(C)C)[CH2:10][CH2:9]2)=[N:6][CH:7]=1.O1CCOCC1.CO. The catalyst is Cl. The yield is 1.00. The product is [Cl:1][C:2]1[C:3]([C:23]2[C:28]([CH3:29])=[CH:27][C:26]([CH3:30])=[CH:25][N:24]=2)=[C:4]([F:22])[C:5]([N:8]2[CH2:9][CH2:10][CH:11]([NH2:14])[CH2:12][CH2:13]2)=[N:6][CH:7]=1. (2) The reactants are C(O[CH2:21][CH2:22][CH:23]([CH3:35])[CH2:24][CH2:25][CH2:26][CH:27]([CH3:34])[CH2:28][CH2:29][CH2:30][CH:31]([CH3:33])[CH3:32])(=O)CCCCCCCCCCCCCCCCC.C(O)(=O)CCCCCCCCCCCCCCCCC. The product is [CH3:35][CH:23]([CH2:24][CH2:25][CH2:26][CH:27]([CH3:34])[CH2:28][CH2:29][CH2:30][CH:31]([CH3:33])[CH3:32])[CH:22]=[CH2:21]. The catalyst is CCCCC. The yield is 0.855. (3) The reactants are [CH2:1]([N:8]([CH2:26][C@@H:27]([OH:46])[C@@H:28]([NH:36][C:37]([O:39][CH2:40][C:41]1[S:45][CH:44]=[N:43][CH:42]=1)=[O:38])[CH2:29][C:30]1[CH:35]=[CH:34][CH:33]=[CH:32][CH:31]=1)[C:9](=[O:25])[O:10]CC1C2CC3C(=CC=CC=3)C=2C=CC=1)[C:2]1[CH:7]=[CH:6][CH:5]=[CH:4][CH:3]=1.C(NCC)C.C([O-])(O)=O.[Na+].C(OC(O[C:60]([CH3:63])([CH3:62])[CH3:61])=O)(O[C:60]([CH3:63])([CH3:62])[CH3:61])=O.Cl. The catalyst is CC#N.O. The product is [CH2:1]([N:8]([CH2:26][C@@H:27]([OH:46])[C@@H:28]([NH:36][C:37]([O:39][CH2:40][C:41]1[S:45][CH:44]=[N:43][CH:42]=1)=[O:38])[CH2:29][C:30]1[CH:31]=[CH:32][CH:33]=[CH:34][CH:35]=1)[C:9](=[O:25])[O:10][C:60]([CH3:63])([CH3:62])[CH3:61])[C:2]1[CH:7]=[CH:6][CH:5]=[CH:4][CH:3]=1. The yield is 0.740. (4) The reactants are Br[C:2]1[S:6][C:5]([C:7]2[N:11]([CH2:12][C:13]([O:15][CH2:16][CH3:17])=[O:14])[N:10]=[C:9]([C:18]([F:21])([F:20])[F:19])[CH:8]=2)=[CH:4][CH:3]=1.[CH3:22][S:23]([C:26]1[CH:27]=[C:28](B(O)O)[CH:29]=[CH:30][CH:31]=1)(=[O:25])=[O:24].C(=O)([O-])[O-].[Na+].[Na+]. The catalyst is CN(C=O)C.C1C=CC([P]([Pd]([P](C2C=CC=CC=2)(C2C=CC=CC=2)C2C=CC=CC=2)([P](C2C=CC=CC=2)(C2C=CC=CC=2)C2C=CC=CC=2)[P](C2C=CC=CC=2)(C2C=CC=CC=2)C2C=CC=CC=2)(C2C=CC=CC=2)C2C=CC=CC=2)=CC=1. The product is [CH3:22][S:23]([C:26]1[CH:31]=[C:30]([C:2]2[S:6][C:5]([C:7]3[N:11]([CH2:12][C:13]([O:15][CH2:16][CH3:17])=[O:14])[N:10]=[C:9]([C:18]([F:21])([F:20])[F:19])[CH:8]=3)=[CH:4][CH:3]=2)[CH:29]=[CH:28][CH:27]=1)(=[O:25])=[O:24]. The yield is 0.670. (5) The reactants are Cl.[CH3:2][C:3]1([CH2:13][NH2:14])[C:12]2[C:7](=[CH:8][CH:9]=[CH:10][CH:11]=2)[CH2:6][CH2:5][CH2:4]1.F[C:16]1[CH:24]=[N:23][CH:22]=[CH:21][C:17]=1[C:18]([OH:20])=[O:19]. No catalyst specified. The product is [CH3:2][C:3]1([CH2:13][NH:14][C:21]2[CH:22]=[N:23][CH:24]=[CH:16][C:17]=2[C:18]([OH:20])=[O:19])[C:12]2[C:7](=[CH:8][CH:9]=[CH:10][CH:11]=2)[CH2:6][CH2:5][CH2:4]1. The yield is 0.0800. (6) The reactants are F[C:2]1[CH:7]=[C:6]([N+:8]([O-:10])=[O:9])[CH:5]=[CH:4][C:3]=1[N:11]1[CH2:15][CH2:14][CH2:13][C@@H:12]1[CH2:16][OH:17].[H-].[Na+]. The catalyst is C1COCC1. The product is [N+:8]([C:6]1[CH:5]=[CH:4][C:3]2[N:11]3[CH2:15][CH2:14][CH2:13][C@@H:12]3[CH2:16][O:17][C:2]=2[CH:7]=1)([O-:10])=[O:9]. The yield is 0.220. (7) The reactants are [Br:1][C:2]1[C:3]([O:9][CH3:10])=[N:4][C:5](Cl)=[N:6][CH:7]=1.[I-:11].[Na+]. The catalyst is I. The product is [Br:1][C:2]1[C:3]([O:9][CH3:10])=[N:4][C:5]([I:11])=[N:6][CH:7]=1. The yield is 0.160.